From a dataset of NCI-60 drug combinations with 297,098 pairs across 59 cell lines. Regression. Given two drug SMILES strings and cell line genomic features, predict the synergy score measuring deviation from expected non-interaction effect. (1) Drug 1: CN1CCC(CC1)COC2=C(C=C3C(=C2)N=CN=C3NC4=C(C=C(C=C4)Br)F)OC. Drug 2: C1=CC(=CC=C1C#N)C(C2=CC=C(C=C2)C#N)N3C=NC=N3. Cell line: MALME-3M. Synergy scores: CSS=5.21, Synergy_ZIP=0.879, Synergy_Bliss=4.67, Synergy_Loewe=1.12, Synergy_HSA=2.77. (2) Drug 1: C1C(C(OC1N2C=NC3=C(N=C(N=C32)Cl)N)CO)O. Drug 2: C1C(C(OC1N2C=NC3=C2NC=NCC3O)CO)O. Cell line: NCI-H522. Synergy scores: CSS=30.6, Synergy_ZIP=-1.30, Synergy_Bliss=-1.12, Synergy_Loewe=-17.0, Synergy_HSA=-2.45.